From a dataset of Forward reaction prediction with 1.9M reactions from USPTO patents (1976-2016). Predict the product of the given reaction. (1) Given the reactants [F:1][C:2]1[CH:3]=[C:4]([C:8]2(O)[CH2:17][CH2:16][C:11]3([O:15][CH2:14][CH2:13][O:12]3)[CH2:10][CH2:9]2)[CH:5]=[CH:6][CH:7]=1.C1(C)C=CC(S(O)(=O)=O)=CC=1.C1(C)C=CC=CC=1, predict the reaction product. The product is: [F:1][C:2]1[CH:3]=[C:4]([C:8]2[CH2:17][CH2:16][C:11]3([O:12][CH2:13][CH2:14][O:15]3)[CH2:10][CH:9]=2)[CH:5]=[CH:6][CH:7]=1. (2) Given the reactants [CH3:1][O:2][C:3]([C:5]1[CH:10]=[C:9]([N:11]2[CH2:16][CH2:15][N:14]([CH2:17][CH2:18][O:19][CH3:20])[CH2:13][CH2:12]2)[N:8]=[C:7](Cl)[N:6]=1)=[O:4].[C:22]1(B(O)O)[CH:27]=[CH:26][CH:25]=[CH:24][CH:23]=1.C(#N)C.C(N(CC)CC)C, predict the reaction product. The product is: [CH3:1][O:2][C:3]([C:5]1[CH:10]=[C:9]([N:11]2[CH2:16][CH2:15][N:14]([CH2:17][CH2:18][O:19][CH3:20])[CH2:13][CH2:12]2)[N:8]=[C:7]([C:22]2[CH:27]=[CH:26][CH:25]=[CH:24][CH:23]=2)[N:6]=1)=[O:4]. (3) Given the reactants [NH2:1][C@@H:2]([C@@H:8]([NH:13][S@:14]([C:16]([CH3:19])([CH3:18])[CH3:17])=[O:15])[C:9]([F:12])([F:11])[F:10])[C:3]([O:5][CH2:6][CH3:7])=[O:4].[OH:20][C@@H:21]([CH3:35])[C:22]#[C:23][C:24]#[C:25][C:26]1[CH:34]=[CH:33][C:29]([C:30](O)=[O:31])=[CH:28][CH:27]=1.CCN(C(C)C)C(C)C.CN(C(ON1N=NC2C=CC=NC1=2)=[N+](C)C)C.F[P-](F)(F)(F)(F)F, predict the reaction product. The product is: [CH3:19][C:16]([CH3:18])([S@@:14]([NH:13][C@@H:8]([C:9]([F:11])([F:12])[F:10])[C@H:2]([NH:1][C:30](=[O:31])[C:29]1[CH:33]=[CH:34][C:26]([C:25]#[C:24][C:23]#[C:22][C@@H:21]([OH:20])[CH3:35])=[CH:27][CH:28]=1)[C:3]([O:5][CH2:6][CH3:7])=[O:4])=[O:15])[CH3:17]. (4) Given the reactants C[O:2][C:3]1[CH:9]=[CH:8][C:6]([NH2:7])=[CH:5][CH:4]=1.[Cl:10][C:11]1[CH:12]=[CH:13][C:14]([N+:19]([O-])=O)=[C:15]([CH:18]=1)[CH:16]=O, predict the reaction product. The product is: [Cl:10][C:11]1[CH:12]=[CH:13][C:14]2[C:15](=[CH:16][N:7]([C:6]3[CH:8]=[CH:9][C:3]([OH:2])=[CH:4][CH:5]=3)[N:19]=2)[CH:18]=1. (5) Given the reactants [CH3:1][N:2]1[C:6]2=[N:7][CH:8]=[CH:9][C:10]([C:11]3[CH:16]=[CH:15][CH:14]=[CH:13][CH:12]=3)=[C:5]2[C:4]([CH:17]=O)=[CH:3]1.[OH:19][C:20]1[CH:28]=[C:27]([OH:29])[CH:26]=[C:25]2[C:21]=1[CH2:22][C:23](=O)[O:24]2.Cl.C([OH:34])C, predict the reaction product. The product is: [OH:19][C:20]1[C:21]2[C:22](=[O:34])/[C:23](=[CH:17]/[C:4]3[C:5]4[C:6](=[N:7][CH:8]=[CH:9][C:10]=4[C:11]4[CH:12]=[CH:13][CH:14]=[CH:15][CH:16]=4)[N:2]([CH3:1])[CH:3]=3)/[O:24][C:25]=2[CH:26]=[C:27]([OH:29])[CH:28]=1. (6) Given the reactants [H-].[H-].[H-].[H-].[Al+3].[Li+].[CH3:7][C:8]1[CH:9]=[C:10]([S:15]C#N)[CH:11]=[CH:12][C:13]=1[OH:14], predict the reaction product. The product is: [OH:14][C:13]1[CH:12]=[CH:11][C:10]([SH:15])=[CH:9][C:8]=1[CH3:7].